From a dataset of NCI-60 drug combinations with 297,098 pairs across 59 cell lines. Regression. Given two drug SMILES strings and cell line genomic features, predict the synergy score measuring deviation from expected non-interaction effect. (1) Drug 1: C1=CC(=CC=C1C#N)C(C2=CC=C(C=C2)C#N)N3C=NC=N3. Drug 2: CCN(CC)CCCC(C)NC1=C2C=C(C=CC2=NC3=C1C=CC(=C3)Cl)OC. Cell line: HT29. Synergy scores: CSS=21.9, Synergy_ZIP=3.37, Synergy_Bliss=1.17, Synergy_Loewe=0.555, Synergy_HSA=1.47. (2) Drug 1: CC1=C(C=C(C=C1)NC2=NC=CC(=N2)N(C)C3=CC4=NN(C(=C4C=C3)C)C)S(=O)(=O)N.Cl. Drug 2: CCC1=C2CN3C(=CC4=C(C3=O)COC(=O)C4(CC)O)C2=NC5=C1C=C(C=C5)O. Cell line: NCIH23. Synergy scores: CSS=26.2, Synergy_ZIP=-3.35, Synergy_Bliss=1.11, Synergy_Loewe=-15.7, Synergy_HSA=1.07. (3) Drug 1: CC12CCC3C(C1CCC2=O)CC(=C)C4=CC(=O)C=CC34C. Drug 2: C1=CC(=CC=C1CCC2=CNC3=C2C(=O)NC(=N3)N)C(=O)NC(CCC(=O)O)C(=O)O. Cell line: A549. Synergy scores: CSS=53.1, Synergy_ZIP=-1.31, Synergy_Bliss=-1.83, Synergy_Loewe=-7.78, Synergy_HSA=1.94. (4) Drug 1: C(CCl)NC(=O)N(CCCl)N=O. Drug 2: CC1C(C(CC(O1)OC2CC(CC3=C2C(=C4C(=C3O)C(=O)C5=CC=CC=C5C4=O)O)(C(=O)C)O)N)O. Cell line: LOX IMVI. Synergy scores: CSS=50.8, Synergy_ZIP=-5.91, Synergy_Bliss=-3.03, Synergy_Loewe=-0.143, Synergy_HSA=1.35. (5) Drug 1: CCN(CC)CCNC(=O)C1=C(NC(=C1C)C=C2C3=C(C=CC(=C3)F)NC2=O)C. Drug 2: C1CN1C2=NC(=NC(=N2)N3CC3)N4CC4. Cell line: MDA-MB-231. Synergy scores: CSS=16.4, Synergy_ZIP=-4.84, Synergy_Bliss=2.34, Synergy_Loewe=-5.72, Synergy_HSA=-2.39.